Dataset: Forward reaction prediction with 1.9M reactions from USPTO patents (1976-2016). Task: Predict the product of the given reaction. (1) The product is: [CH3:1][N:2]1[C:6]([CH2:7][CH2:8][NH:9][C:10]2[C:11]([NH2:16])=[CH:12][CH:13]=[CH:14][CH:15]=2)=[CH:5][N:4]=[CH:3]1. Given the reactants [CH3:1][N:2]1[C:6]([CH2:7][CH2:8][NH:9][C:10]2[CH:15]=[CH:14][CH:13]=[CH:12][C:11]=2[N+:16]([O-])=O)=[CH:5][N:4]=[CH:3]1.NC1C=CC=CC=1NCC(C)(C)CNC(=O)OC(C)(C)C, predict the reaction product. (2) Given the reactants [C:1]([C:3]1[CH:8]=[CH:7][C:6]([CH2:9][CH2:10][CH2:11][N:12]([CH2:16][CH2:17][OH:18])[C:13]([NH2:15])=[O:14])=[CH:5][CH:4]=1)#[N:2].[C:19]1([CH3:29])[CH:24]=[CH:23][C:22]([S:25](Cl)(=[O:27])=[O:26])=[CH:21][CH:20]=1.C(OCC)(=O)C, predict the reaction product. The product is: [C:1]([C:3]1[CH:4]=[CH:5][C:6]([CH2:9][CH2:10][CH2:11][N:12]([CH2:16][CH2:17][O:18][S:25]([C:22]2[CH:23]=[CH:24][C:19]([CH3:29])=[CH:20][CH:21]=2)(=[O:27])=[O:26])[C:13]([NH2:15])=[O:14])=[CH:7][CH:8]=1)#[N:2]. (3) Given the reactants C[O:2][C:3]([C:5]1[N:6]=[C:7]2[CH2:14][CH2:13][N:12]([CH2:15][CH:16]([F:18])[F:17])[C:8]2=[N:9][C:10]=1[NH2:11])=[O:4].[Li+:19].[OH-].[ClH:21], predict the reaction product. The product is: [NH2:11][C:10]1[N:9]=[C:8]2[N:12]([CH2:15][CH:16]([F:18])[F:17])[CH:13]=[CH:14][C:7]2=[N:6][C:5]=1[C:3]([OH:4])=[O:2].[Li+:19].[Cl-:21]. (4) Given the reactants [O:1]=[C:2]1[CH:7]([C:8]2[CH:13]=[CH:12][CH:11]=[CH:10][CH:9]=2)[CH2:6][CH2:5][CH2:4][N:3]1[CH2:14][C:15]([O:17]CC)=[O:16].[OH-].[Na+].C(OCC)(=O)C, predict the reaction product. The product is: [O:1]=[C:2]1[CH:7]([C:8]2[CH:9]=[CH:10][CH:11]=[CH:12][CH:13]=2)[CH2:6][CH2:5][CH2:4][N:3]1[CH2:14][C:15]([OH:17])=[O:16]. (5) Given the reactants [CH3:1][S:2]([C:5]1[CH:11]=[CH:10][C:8]([NH2:9])=[CH:7][CH:6]=1)(=[O:4])=[O:3].C[Al](C)C.[F:16][C:17]([F:27])([F:26])[C:18]1[CH:25]=[CH:24][C:21]([C:22]#[N:23])=[CH:20][CH:19]=1, predict the reaction product. The product is: [F:16][C:17]([F:26])([F:27])[C:18]1[CH:19]=[CH:20][C:21]([C:22](=[NH:23])[NH:9][C:8]2[CH:10]=[CH:11][C:5]([S:2]([CH3:1])(=[O:3])=[O:4])=[CH:6][CH:7]=2)=[CH:24][CH:25]=1. (6) Given the reactants [C:1]1([C:7]2([CH3:17])[C:12](=[O:13])[N:11]([CH3:14])[C:10](=[O:15])[NH:9][C:8]2=[O:16])[CH2:6][CH2:5][CH2:4][CH2:3][CH:2]=1.Br[CH2:19][C:20]([C:22]1[CH:27]=[CH:26][CH:25]=[C:24]([Cl:28])[CH:23]=1)=[O:21], predict the reaction product. The product is: [Cl:28][C:24]1[CH:23]=[C:22]([C:20](=[O:21])[CH2:19][N:9]2[C:8](=[O:16])[C:7]([C:1]3[CH2:6][CH2:5][CH2:4][CH2:3][CH:2]=3)([CH3:17])[C:12](=[O:13])[N:11]([CH3:14])[C:10]2=[O:15])[CH:27]=[CH:26][CH:25]=1. (7) The product is: [Br:1][C:2]1[CH:3]=[CH:4][C:5]([O:15][CH2:16][C:17]2[CH:22]=[CH:21][C:20]([F:23])=[CH:19][C:18]=2[F:24])=[C:6]([C:8]2[N:25]([C:26]3[CH:34]=[CH:33][C:29]([C:30]([NH2:32])=[O:31])=[CH:28][CH:27]=3)[C:11]([CH3:12])=[CH:10][CH:9]=2)[CH:7]=1. Given the reactants [Br:1][C:2]1[CH:3]=[CH:4][C:5]([O:15][CH2:16][C:17]2[CH:22]=[CH:21][C:20]([F:23])=[CH:19][C:18]=2[F:24])=[C:6]([C:8](=O)[CH2:9][CH2:10][C:11](=O)[CH3:12])[CH:7]=1.[NH2:25][C:26]1[CH:34]=[CH:33][C:29]([C:30]([NH2:32])=[O:31])=[CH:28][CH:27]=1.CC1C=CC(S(O)(=O)=O)=CC=1, predict the reaction product. (8) Given the reactants C([N:4]1[C:12]2[C:7](=[CH:8][C:9]([C:13]([O:15][CH3:16])=[O:14])=[CH:10][CH:11]=2)[CH:6]=[N:5]1)(=O)C.Cl, predict the reaction product. The product is: [NH:4]1[C:12]2[C:7](=[CH:8][C:9]([C:13]([O:15][CH3:16])=[O:14])=[CH:10][CH:11]=2)[CH:6]=[N:5]1.